From a dataset of Forward reaction prediction with 1.9M reactions from USPTO patents (1976-2016). Predict the product of the given reaction. (1) The product is: [N:8]1[CH:9]=[CH:10][CH:11]=[CH:12][C:7]=1[C:6]1[O:5][N:4]=[C:3]([C:13]([O:15][CH2:16][CH3:17])=[O:14])[C:2]=1[CH:18]=[CH2:19]. Given the reactants Br[C:2]1[C:3]([C:13]([O:15][CH2:16][CH3:17])=[O:14])=[N:4][O:5][C:6]=1[C:7]1[CH:12]=[CH:11][CH:10]=[CH:9][N:8]=1.[CH2:18]([Sn](CCCC)(CCCC)C=C)[CH2:19]CC, predict the reaction product. (2) Given the reactants [Cl:1][C:2]1[N:7]=[C:6]([NH:8][CH:9]2[CH2:14][CH2:13][CH2:12][CH2:11][CH2:10]2)[CH:5]=[C:4]([C:15]2[C:23]3[C:18](=[N:19][CH:20]=[C:21]([O:24]C)[CH:22]=3)[N:17]([S:26]([C:29]3[CH:34]=[CH:33][CH:32]=[CH:31][CH:30]=3)(=[O:28])=[O:27])[CH:16]=2)[CH:3]=1.B(Br)(Br)Br, predict the reaction product. The product is: [Cl:1][C:2]1[CH:3]=[C:4]([C:15]2[C:23]3[C:18](=[N:19][CH:20]=[C:21]([OH:24])[CH:22]=3)[N:17]([S:26]([C:29]3[CH:34]=[CH:33][CH:32]=[CH:31][CH:30]=3)(=[O:27])=[O:28])[CH:16]=2)[CH:5]=[C:6]([NH:8][CH:9]2[CH2:14][CH2:13][CH2:12][CH2:11][CH2:10]2)[N:7]=1.